This data is from Experimentally validated miRNA-target interactions with 360,000+ pairs, plus equal number of negative samples. The task is: Binary Classification. Given a miRNA mature sequence and a target amino acid sequence, predict their likelihood of interaction. (1) The miRNA is rno-miR-122-5p with sequence UGGAGUGUGACAAUGGUGUUUG. The protein sequence of the target gene is MNRKWEAKLKQIEERASHYERKPLSSVYRPRLSKPEEPPSIWRLFHRQAQAFNFVKSCKEDVHVFALECKVGDGQRIYLVTTYAEFWFYYKSRKNLLHCYEVIPENAVCKLYFDLEFNKPANPGADGKKMVALLIEYVCKALQELYGVNCSAEDVLNLDSSTDEKFSRHLIFQLHDVAFKDNIHVGNFLRKILQPALDLLGSEDDDSAPETTGHGFPHFSEAPARQGFSFNKMFTEKATEESWTSNSKKLERLGSAEQSSPDLSFLVVKNNMGEKHLFVDLGVYTRNRNFRLYKSSKIGK.... Result: 0 (no interaction). (2) The miRNA is hsa-miR-592 with sequence UUGUGUCAAUAUGCGAUGAUGU. The protein sequence of the target gene is MAFNDLLKQVGGVGRFQLIQVTMVVAPLLLMASHNTLQNFTAAIPAHHCRPPANANLSKDGGLEAWLPLDKQGRPESCLRFPFPHNGTEANGTGVTEPCLDGWVYDNSTFPSTIVTEWNLVCSHRAFRQLAQSLFMVGVLLGAMMFGYLADRLGRRKVLILNYLQTAVSGTCAAYAPNYTVYCIFRLLSGMSLASIAINCMTLNMEWMPIHTRAYVGTLIGYVYSLGQFLLAGIAYAVPHWRHLQLAVSVPFFVAFIYSWFFIESARWYSSSGRLDLTLRALQRVARINGKQEEGAKLSI.... Result: 0 (no interaction).